Dataset: Full USPTO retrosynthesis dataset with 1.9M reactions from patents (1976-2016). Task: Predict the reactants needed to synthesize the given product. Given the product [CH:22]1([CH2:26][O:27][C:28]2[C:35]([O:36][CH3:37])=[CH:34][CH:33]=[CH:32][C:29]=2/[CH:30]=[CH:1]/[C:2]2[N:3]=[C:4]3[S:21][CH:20]=[CH:19][N:5]3[C:6](=[O:18])[C:7]=2[C:8]2[CH:13]=[CH:12][C:11]([C:14]([F:17])([F:15])[F:16])=[CH:10][CH:9]=2)[CH2:23][CH2:24][CH2:25]1, predict the reactants needed to synthesize it. The reactants are: [CH3:1][C:2]1[N:3]=[C:4]2[S:21][CH:20]=[CH:19][N:5]2[C:6](=[O:18])[C:7]=1[C:8]1[CH:13]=[CH:12][C:11]([C:14]([F:17])([F:16])[F:15])=[CH:10][CH:9]=1.[CH:22]1([CH2:26][O:27][C:28]2[C:35]([O:36][CH3:37])=[CH:34][CH:33]=[CH:32][C:29]=2[CH:30]=O)[CH2:25][CH2:24][CH2:23]1.[O-]CC.[Na+].